From a dataset of Forward reaction prediction with 1.9M reactions from USPTO patents (1976-2016). Predict the product of the given reaction. (1) Given the reactants [Cl:1][C:2]1[CH:7]=[CH:6][CH:5]=[CH:4][C:3]=1B(O)O.[Br:11][C:12]1[CH:17]=[CH:16][C:15]([OH:18])=[C:14]([O:19][CH3:20])[CH:13]=1, predict the reaction product. The product is: [Br:11][C:12]1[CH:17]=[CH:16][C:15]([O:18][C:3]2[CH:4]=[CH:5][CH:6]=[CH:7][C:2]=2[Cl:1])=[C:14]([O:19][CH3:20])[CH:13]=1. (2) Given the reactants [CH2:1]([O:3][C:4]([N:6]1[C:14]2[C:9](=[CH:10][C:11]([Br:15])=[CH:12][CH:13]=2)[C:8]([OH:16])=[N:7]1)=[O:5])[CH3:2].[CH2:17](OC(N1C2C(=C(Br)C=CC=2)C(OC)=N1)=O)C, predict the reaction product. The product is: [CH2:1]([O:3][C:4]([N:6]1[C:14]2[C:9](=[CH:10][C:11]([Br:15])=[CH:12][CH:13]=2)[C:8]([O:16][CH3:17])=[N:7]1)=[O:5])[CH3:2].